From a dataset of Full USPTO retrosynthesis dataset with 1.9M reactions from patents (1976-2016). Predict the reactants needed to synthesize the given product. (1) Given the product [CH2:1]([O:13][C:40]([C:32]1[CH:33]=[CH:34][C:35]2[C:36](=[O:39])[C:37]3[C:28]([S:29][C:30]=2[CH:31]=1)=[CH:27][CH:26]=[C:25]([CH3:24])[CH:38]=3)=[O:41])[CH2:2][CH2:3][CH2:4][CH2:5][CH2:6][CH2:7][CH2:8][CH2:9][CH2:10][CH2:11][CH3:12], predict the reactants needed to synthesize it. The reactants are: [CH2:1]([OH:13])[CH2:2][CH2:3][CH2:4][CH2:5][CH2:6][CH2:7][CH2:8][CH2:9][CH2:10][CH2:11][CH3:12].C(N(CC)CC)C.C(Cl)Cl.[CH3:24][C:25]1[CH:38]=[C:37]2[C:28]([S:29][C:30]3[CH:31]=[C:32]([C:40](Cl)=[O:41])[CH:33]=[CH:34][C:35]=3[C:36]2=[O:39])=[CH:27][CH:26]=1. (2) Given the product [F:38][C:35]1[CH:34]=[CH:33][C:32]([CH2:31][NH:30][C:20]2[CH:19]=[C:18]3[C:23](=[N:22][C:21]=2[N:24]2[CH2:25][CH2:26][O:27][CH2:28][CH2:29]2)[N:14]([C@@H:10]([CH:11]([CH3:13])[CH3:12])[CH2:9][OH:8])[CH:15]=[C:16]([C:40]([OH:42])=[O:41])[C:17]3=[O:39])=[CH:37][CH:36]=1, predict the reactants needed to synthesize it. The reactants are: [Si]([O:8][CH2:9][C@@H:10]([N:14]1[C:23]2[C:18](=[CH:19][C:20]([NH:30][CH2:31][C:32]3[CH:37]=[CH:36][C:35]([F:38])=[CH:34][CH:33]=3)=[C:21]([N:24]3[CH2:29][CH2:28][O:27][CH2:26][CH2:25]3)[N:22]=2)[C:17](=[O:39])[C:16]([C:40]([O:42]CC)=[O:41])=[CH:15]1)[CH:11]([CH3:13])[CH3:12])(C(C)(C)C)(C)C.C[O-].[Na+]. (3) The reactants are: C[CH:2]1[CH2:6][CH2:5][CH2:4][C:3]1([C:10]1[CH:15]=[CH:14][CH:13]=[CH:12][C:11]=1[F:16])[C:7]([OH:9])=[O:8].S(=O)(=O)(O)O.[C:22](=O)([O-])[O-].[Na+].[Na+]. Given the product [F:16][C:11]1[CH:12]=[CH:13][CH:14]=[CH:15][C:10]=1[C:3]1([C:7]([O:9][CH3:22])=[O:8])[CH2:4][CH2:5][CH2:6][CH2:2]1, predict the reactants needed to synthesize it. (4) The reactants are: [NH2:1][C:2]([C:4]1[CH:5]=[C:6]([CH2:10][CH2:11][CH:12]2[CH2:17][CH2:16][N:15](C(OC(C)(C)C)=O)[CH2:14][CH2:13]2)[CH:7]=[CH:8][CH:9]=1)=[O:3].[ClH:25].CCOC(C)=O. Given the product [ClH:25].[NH:15]1[CH2:16][CH2:17][CH:12]([CH2:11][CH2:10][C:6]2[CH:5]=[C:4]([CH:9]=[CH:8][CH:7]=2)[C:2]([NH2:1])=[O:3])[CH2:13][CH2:14]1, predict the reactants needed to synthesize it.